Dataset: Peptide-MHC class I binding affinity with 185,985 pairs from IEDB/IMGT. Task: Regression. Given a peptide amino acid sequence and an MHC pseudo amino acid sequence, predict their binding affinity value. This is MHC class I binding data. (1) The binding affinity (normalized) is 0.684. The peptide sequence is TPYDINQML. The MHC is HLA-B53:01 with pseudo-sequence HLA-B53:01. (2) The peptide sequence is FLAIPPTAGI. The MHC is HLA-A02:01 with pseudo-sequence HLA-A02:01. The binding affinity (normalized) is 0.773. (3) The peptide sequence is WKAIGAYIL. The MHC is HLA-B27:03 with pseudo-sequence HLA-B27:03. The binding affinity (normalized) is 0.0847. (4) The peptide sequence is MPFAGLLII. The MHC is HLA-B51:01 with pseudo-sequence HLA-B51:01. The binding affinity (normalized) is 1.00. (5) The peptide sequence is GLIYNRMGA. The MHC is HLA-A02:03 with pseudo-sequence HLA-A02:03. The binding affinity (normalized) is 0.482.